This data is from Full USPTO retrosynthesis dataset with 1.9M reactions from patents (1976-2016). The task is: Predict the reactants needed to synthesize the given product. (1) The reactants are: C[O:2][C:3]([C:5]1([CH2:11][S:12]([N:15]2[CH2:20][CH2:19][CH:18]([O:21][C:22]3[CH:27]=[CH:26][C:25]([C:28]([F:31])([F:30])[F:29])=[CH:24][CH:23]=3)[CH2:17][CH2:16]2)(=[O:14])=[O:13])[CH2:10][CH2:9][O:8][CH2:7][CH2:6]1)=[O:4].O.[OH-].[Li+]. Given the product [F:31][C:28]([F:29])([F:30])[C:25]1[CH:24]=[CH:23][C:22]([O:21][CH:18]2[CH2:17][CH2:16][N:15]([S:12]([CH2:11][C:5]3([C:3]([OH:4])=[O:2])[CH2:10][CH2:9][O:8][CH2:7][CH2:6]3)(=[O:14])=[O:13])[CH2:20][CH2:19]2)=[CH:27][CH:26]=1, predict the reactants needed to synthesize it. (2) Given the product [CH3:14][C:2]([NH2:15])([CH3:1])[CH2:3][C:4]1[CH:13]=[CH:12][C:11]2[C:6](=[CH:7][CH:8]=[CH:9][CH:10]=2)[CH:5]=1, predict the reactants needed to synthesize it. The reactants are: [CH3:1][C:2]([NH:15]C(=O)C)([CH3:14])[CH2:3][C:4]1[CH:13]=[CH:12][C:11]2[C:6](=[CH:7][CH:8]=[CH:9][CH:10]=2)[CH:5]=1.Cl.[OH-].[Na+]. (3) Given the product [CH2:26]1[C:25]2[CH:24]=[CH:23][N:22]=[CH:21][C:20]=2[CH2:19][N:18]1[C:16]([NH:15][C:12]1[CH:11]=[CH:10][C:9]([C:34]2[CH2:39][CH2:38][CH:37]([NH:40][C:41](=[O:42])[O:43][C:44]([CH3:46])([CH3:45])[CH3:47])[CH2:36][CH:35]=2)=[CH:14][CH:13]=1)=[O:17], predict the reactants needed to synthesize it. The reactants are: CC1(C)C(C)(C)OB([C:9]2[CH:14]=[CH:13][C:12]([NH:15][C:16]([N:18]3[CH2:26][C:25]4[CH:24]=[CH:23][N:22]=[CH:21][C:20]=4[CH2:19]3)=[O:17])=[CH:11][CH:10]=2)O1.FC(F)(F)S(O[C:34]1[CH2:39][CH2:38][CH:37]([NH:40][C:41]([O:43][C:44]([CH3:47])([CH3:46])[CH3:45])=[O:42])[CH2:36][CH:35]=1)(=O)=O.C(=O)([O-])[O-].[Cs+].[Cs+].CO. (4) Given the product [Br:1][C:2]1[CH:14]=[CH:13][C:12]2[C:11]3[C:6](=[CH:7][C:8]([Br:15])=[CH:9][CH:10]=3)[CH:5]([CH2:21][CH2:22][CH2:23][CH2:24][CH2:25][CH3:26])[C:4]=2[CH:3]=1, predict the reactants needed to synthesize it. The reactants are: [Br:1][C:2]1[CH:14]=[CH:13][C:12]2[C:11]3[C:6](=[CH:7][C:8]([Br:15])=[CH:9][CH:10]=3)[CH2:5][C:4]=2[CH:3]=1.C([Li])CCC.[CH2:21](Br)[CH2:22][CH2:23][CH2:24][CH2:25][CH3:26].Cl. (5) Given the product [C:1]1([C:7]2[CH:8]=[C:9]([C:16]3[O:20][N:19]=[C:18]([C:21]4[S:25][C:24]([CH2:26][N:53]5[CH2:56][CH:55]([C:57]([O:59][CH2:60][CH3:61])=[O:58])[CH2:54]5)=[CH:23][CH:22]=4)[N:17]=3)[S:10][C:11]=2[C:12]([F:15])([F:14])[F:13])[CH:2]=[CH:3][CH:4]=[CH:5][CH:6]=1, predict the reactants needed to synthesize it. The reactants are: [C:1]1([C:7]2[CH:8]=[C:9]([C:16]3[O:20][N:19]=[C:18]([C:21]4[S:25][C:24]([CH2:26]O)=[CH:23][CH:22]=4)[N:17]=3)[S:10][C:11]=2[C:12]([F:15])([F:14])[F:13])[CH:6]=[CH:5][CH:4]=[CH:3][CH:2]=1.C(Br)(Br)(Br)Br.C1(P(C2C=CC=CC=2)C2C=CC=CC=2)C=CC=CC=1.Cl.[NH:53]1[CH2:56][CH:55]([C:57]([O:59][CH2:60][CH3:61])=[O:58])[CH2:54]1.C(N(CC)C(C)C)(C)C. (6) Given the product [Cl:1][C:2]1[CH:3]=[CH:4][C:5]([NH2:13])=[C:6]([C:8]2[NH:12][N:11]=[CH:10][CH:9]=2)[CH:7]=1, predict the reactants needed to synthesize it. The reactants are: [Cl:1][C:2]1[CH:3]=[CH:4][C:5]([N+:13]([O-])=O)=[C:6]([C:8]2[NH:12][N:11]=[CH:10][CH:9]=2)[CH:7]=1.[O-]S(S([O-])=O)=O.[Na+].[Na+].CO.